This data is from Full USPTO retrosynthesis dataset with 1.9M reactions from patents (1976-2016). The task is: Predict the reactants needed to synthesize the given product. (1) Given the product [Cl:12][CH2:11][CH2:10][C:2]([CH3:4])([CH3:3])[C:1]([O:6][CH2:7][CH3:8])=[O:5], predict the reactants needed to synthesize it. The reactants are: [C:1]([O:6][CH2:7][CH3:8])(=[O:5])[CH:2]([CH3:4])[CH3:3].Br[CH2:10][CH2:11][Cl:12].[NH4+].[Cl-]. (2) Given the product [F:1][C:2]1([F:35])[CH2:6][CH2:5][N:4]([C:7]2[N:12]=[CH:11][C:10]([C:13]3[O:17][N:16]=[C:15]([C:18]4[CH:23]=[CH:22][C:21]([CH2:24][CH2:25][C:26]([O:28][C:29]([CH3:32])([CH3:31])[CH3:30])=[O:27])=[CH:20][C:19]=4[CH3:33])[N:14]=3)=[CH:9][C:8]=2[C:41]#[C:40][Si:37]([CH3:39])([CH3:38])[CH3:36])[CH2:3]1, predict the reactants needed to synthesize it. The reactants are: [F:1][C:2]1([F:35])[CH2:6][CH2:5][N:4]([C:7]2[N:12]=[CH:11][C:10]([C:13]3[O:17][N:16]=[C:15]([C:18]4[CH:23]=[CH:22][C:21]([CH2:24][CH2:25][C:26]([O:28][C:29]([CH3:32])([CH3:31])[CH3:30])=[O:27])=[CH:20][C:19]=4[CH3:33])[N:14]=3)=[CH:9][C:8]=2I)[CH2:3]1.[CH3:36][Si:37]([C:40]#[CH:41])([CH3:39])[CH3:38].C(NC(C)C)(C)C. (3) Given the product [CH2:1]([O:5][CH2:6][CH2:7][CH2:8][N:9]1[C:10]2[C:19]3[N:18]=[CH:17][CH:16]=[CH:15][C:14]=3[N:13]=[CH:12][C:11]=2[N:20]=[C:21]1[CH2:22][CH2:23][CH2:24][CH3:25])[CH2:2][CH2:3][CH3:4], predict the reactants needed to synthesize it. The reactants are: [CH2:1]([O:5][CH2:6][CH2:7][CH2:8][NH:9][C:10]1[C:19]2[C:14](=[CH:15][CH:16]=[CH:17][N:18]=2)[N:13]=[CH:12][C:11]=1[NH2:20])[CH2:2][CH2:3][CH3:4].[C:21](Cl)(=O)[CH2:22][CH2:23][CH2:24][CH3:25]. (4) Given the product [F:1][C:2]1[C:3]([C:8]2[CH:9]=[CH:10][N:11]=[CH:12][CH:13]=2)=[CH:4][CH:5]=[CH:6][C:7]=1[B:14]([OH:17])[OH:15], predict the reactants needed to synthesize it. The reactants are: [F:1][C:2]1[CH:7]=[CH:6][CH:5]=[CH:4][C:3]=1[C:8]1[CH:13]=[CH:12][N:11]=[CH:10][CH:9]=1.[B:14](OC)([O:17]C)[O:15]C.